Dataset: Catalyst prediction with 721,799 reactions and 888 catalyst types from USPTO. Task: Predict which catalyst facilitates the given reaction. (1) Reactant: [Br:1][C:2]1[CH:3]=[C:4]([CH:7]=[CH:8][C:9]=1[F:10])[CH:5]=[O:6].[CH2:11](O)[CH2:12][OH:13].O. Product: [Br:1][C:2]1[CH:3]=[C:4]([CH:5]2[O:13][CH2:12][CH2:11][O:6]2)[CH:7]=[CH:8][C:9]=1[F:10]. The catalyst class is: 25. (2) Product: [CH2:1]([O:4][C:5]1([CH3:34])[CH2:6][CH2:7][N:8]([C:11]2[N:16]3[N:17]=[C:18]([CH2:20][O:43][CH2:42][C:39]4[CH:40]=[CH:41][C:36]([Cl:35])=[CH:37][C:38]=4[O:44][C@H:45]([CH2:47][CH:48]=[CH2:49])[CH3:46])[CH:19]=[C:15]3[N:14]=[C:13]([CH3:22])[C:12]=2[C@H:23]([O:29][C:30]([CH3:32])([CH3:31])[CH3:33])[C:24]([OH:26])=[O:25])[CH2:9][CH2:10]1)[CH:2]=[CH2:3]. The catalyst class is: 31. Reactant: [CH2:1]([O:4][C:5]1([CH3:34])[CH2:10][CH2:9][N:8]([C:11]2[N:16]3[N:17]=[C:18]([CH2:20]I)[CH:19]=[C:15]3[N:14]=[C:13]([CH3:22])[C:12]=2[C@H:23]([O:29][C:30]([CH3:33])([CH3:32])[CH3:31])[C:24]([O:26]CC)=[O:25])[CH2:7][CH2:6]1)[CH:2]=[CH2:3].[Cl:35][C:36]1[CH:41]=[CH:40][C:39]([CH2:42][OH:43])=[C:38]([O:44][C@H:45]([CH2:47][CH:48]=[CH2:49])[CH3:46])[CH:37]=1.[H-].[Na+]. (3) Reactant: [H-].[Na+].[NH2:3][C:4]1([C:17]2[C:18]([O:23][CH2:24][CH3:25])=[N:19][CH:20]=[CH:21][CH:22]=2)[C:12]2[C:7](=[CH:8][C:9]([F:15])=[C:10]([C:13]#[N:14])[CH:11]=2)[NH:6][C:5]1=[O:16].[CH3:26][O:27][C:28]1[CH:33]=[C:32]([O:34][CH3:35])[CH:31]=[CH:30][C:29]=1[S:36](Cl)(=[O:38])=[O:37]. Product: [NH2:3][C:4]1([C:17]2[C:18]([O:23][CH2:24][CH3:25])=[N:19][CH:20]=[CH:21][CH:22]=2)[C:12]2[C:7](=[CH:8][C:9]([F:15])=[C:10]([C:13]#[N:14])[CH:11]=2)[N:6]([S:36]([C:29]2[CH:30]=[CH:31][C:32]([O:34][CH3:35])=[CH:33][C:28]=2[O:27][CH3:26])(=[O:38])=[O:37])[C:5]1=[O:16]. The catalyst class is: 9. (4) Reactant: [OH:1][C:2]1[CH:3]=[CH:4][C:5]2[O:19][CH2:18][C:8]3(C4[C:11](=CC=CC=4)[NH:10][C:9]3=[O:17])[C:6]=2[CH:7]=1.[C:33]1(P([C:33]2[CH:38]=[CH:37][CH:36]=[CH:35][CH:34]=2)[C:33]2[CH:38]=[CH:37][CH:36]=[CH:35][CH:34]=2)[CH:38]=[CH:37][CH:36]=[CH:35][CH:34]=1.CO.N(C(OCC)=O)=N[C:43](OCC)=O. Product: [CH3:43][O:1][C:2]1[CH:3]=[CH:4][C:5]2[O:19][CH2:18][C:8]3([C:34]4[C:33](=[CH:38][CH:37]=[CH:36][CH:35]=4)[N:10]([CH3:11])[C:9]3=[O:17])[C:6]=2[CH:7]=1. The catalyst class is: 7.